From a dataset of Forward reaction prediction with 1.9M reactions from USPTO patents (1976-2016). Predict the product of the given reaction. Given the reactants [OH-].[Na+].[O:3]=[C:4]1[NH:12][C:7]2=[N:8][CH:9]=[CH:10][CH:11]=[C:6]2[N:5]1[CH:13]1[CH2:18][CH2:17][N:16]([C:19]2[N:24]=[CH:23][N:22]=[C:21]([C:25]([O:27]CC)=[O:26])[CH:20]=2)[CH2:15][CH2:14]1.O.Cl, predict the reaction product. The product is: [O:3]=[C:4]1[NH:12][C:7]2=[N:8][CH:9]=[CH:10][CH:11]=[C:6]2[N:5]1[CH:13]1[CH2:14][CH2:15][N:16]([C:19]2[N:24]=[CH:23][N:22]=[C:21]([C:25]([OH:27])=[O:26])[CH:20]=2)[CH2:17][CH2:18]1.